This data is from Forward reaction prediction with 1.9M reactions from USPTO patents (1976-2016). The task is: Predict the product of the given reaction. (1) Given the reactants [C:1]1([NH2:8])[CH:6]=[CH:5][CH:4]=[CH:3][C:2]=1[NH2:7].[O:9]([CH2:16][C:17](O)=O)[C:10]1[CH:15]=[CH:14][CH:13]=[CH:12][CH:11]=1, predict the reaction product. The product is: [O:9]([CH2:16][C:17]1[NH:8][C:1]2[CH:6]=[CH:5][CH:4]=[CH:3][C:2]=2[N:7]=1)[C:10]1[CH:15]=[CH:14][CH:13]=[CH:12][CH:11]=1. (2) Given the reactants C(O[C:6](=O)[N:7]([CH:9]([CH3:38])[C:10]([NH:12][C:13]1[CH:18]=[CH:17][C:16]([N:19]([S:21]([C:24]2[CH:29]=[CH:28][CH:27]=[CH:26][CH:25]=2)(=[O:23])=[O:22])[CH3:20])=[C:15]([C:30]#[C:31][C:32]2[CH:37]=[CH:36][CH:35]=[CH:34][CH:33]=2)[N:14]=1)=[O:11])C)(C)(C)C.C(Cl)Cl.C(O)(C(F)(F)F)=O, predict the reaction product. The product is: [C:24]1([S:21]([N:19]([CH3:20])[C:16]2[CH:17]=[CH:18][C:13]([NH:12][C:10](=[O:11])[CH:9]([NH:7][CH3:6])[CH3:38])=[N:14][C:15]=2[C:30]#[C:31][C:32]2[CH:33]=[CH:34][CH:35]=[CH:36][CH:37]=2)(=[O:22])=[O:23])[CH:25]=[CH:26][CH:27]=[CH:28][CH:29]=1. (3) Given the reactants C(Cl)(=O)C(Cl)=O.[N:7]1([C:12]2[CH:13]=[C:14]([CH:18]=[CH:19][CH:20]=2)[C:15]([OH:17])=O)[CH:11]=[CH:10][CH:9]=[CH:8]1.[NH2:21][C:22]1[CH:34]=[C:33]([O:35][C:36]2[CH:41]=[CH:40][CH:39]=[CH:38][CH:37]=2)[CH:32]=[CH:31][C:23]=1[C:24]([O:26][C:27]([CH3:30])([CH3:29])[CH3:28])=[O:25].Cl, predict the reaction product. The product is: [O:35]([C:33]1[CH:32]=[CH:31][C:23]([C:24]([O:26][C:27]([CH3:30])([CH3:28])[CH3:29])=[O:25])=[C:22]([NH:21][C:15](=[O:17])[C:14]2[CH:18]=[CH:19][CH:20]=[C:12]([N:7]3[CH:8]=[CH:9][CH:10]=[CH:11]3)[CH:13]=2)[CH:34]=1)[C:36]1[CH:37]=[CH:38][CH:39]=[CH:40][CH:41]=1. (4) Given the reactants Br[C:2]1[CH:7]=[CH:6][C:5]([F:8])=[CH:4][C:3]=1[CH3:9].[NH2:10][C:11]1[CH:16]=[CH:15][C:14]([C:17]([C:19]2[CH:24]=[C:23]([C:25]([N:27]3[CH2:32][CH2:31][O:30][CH2:29][CH2:28]3)=[O:26])[CH:22]=[CH:21][C:20]=2[CH3:33])=[O:18])=[C:13]([Cl:34])[CH:12]=1.C1C=CC(P(C2C=CC3C(=CC=CC=3)C=2C2C3C(=CC=CC=3)C=CC=2P(C2C=CC=CC=2)C2C=CC=CC=2)C2C=CC=CC=2)=CC=1.C([O-])([O-])=O.[Cs+].[Cs+], predict the reaction product. The product is: [Cl:34][C:13]1[CH:12]=[C:11]([NH:10][C:2]2[CH:7]=[CH:6][C:5]([F:8])=[CH:4][C:3]=2[CH3:9])[CH:16]=[CH:15][C:14]=1[C:17]([C:19]1[CH:24]=[C:23]([C:25]([N:27]2[CH2:32][CH2:31][O:30][CH2:29][CH2:28]2)=[O:26])[CH:22]=[CH:21][C:20]=1[CH3:33])=[O:18]. (5) Given the reactants [C:1]([C:4]1[CH:5]=[C:6]2[C:11](=[CH:12][CH:13]=1)[CH2:10][CH2:9][CH2:8][CH2:7]2)(=O)[CH3:2].[CH2:14]([NH2:21])[C:15]1[CH:20]=[CH:19][CH:18]=[CH:17][CH:16]=1.Cl.[CH2:23](OCC)C, predict the reaction product. The product is: [CH3:23][N:21]1[CH2:2][CH:1]([C:4]2[CH:13]=[CH:12][C:11]3[CH2:10][CH2:9][CH2:8][CH2:7][C:6]=3[CH:5]=2)[C:20]2[C:15](=[CH:16][CH:17]=[CH:18][CH:19]=2)[CH2:14]1. (6) The product is: [NH2:1][C:2]1[N:6]([C@@H:7]2[CH2:12][CH2:11][CH2:10][N:9]([C:13]([O:15][C:16]([CH3:17])([CH3:18])[CH3:19])=[O:14])[CH2:8]2)[N:5]=[C:4]([C:20]2[CH:21]=[CH:22][C:23]([O:26][C:27]3[CH:32]=[CH:31][CH:30]=[CH:29][CH:28]=3)=[CH:24][CH:25]=2)[C:3]=1[C:33](=[O:36])[NH2:34]. Given the reactants [NH2:1][C:2]1[N:6]([C@@H:7]2[CH2:12][CH2:11][CH2:10][N:9]([C:13]([O:15][C:16]([CH3:19])([CH3:18])[CH3:17])=[O:14])[CH2:8]2)[N:5]=[C:4]([C:20]2[CH:25]=[CH:24][C:23]([O:26][C:27]3[CH:32]=[CH:31][CH:30]=[CH:29][CH:28]=3)=[CH:22][CH:21]=2)[C:3]=1[C:33]#[N:34].C([O-])([O-])=[O:36].[K+].[K+].OO.O, predict the reaction product.